From a dataset of Reaction yield outcomes from USPTO patents with 853,638 reactions. Predict the reaction yield, written as a fraction of the theoretical maximum amount of product (1.0 means a 100% yield; for example, 0.34 means a 34% yield). (1) The reactants are [Cl:1][C:2]1[CH:3]=[C:4]([C:9]2[C:13]([C:14](OCC)=[O:15])=[CH:12][O:11][N:10]=2)[CH:5]=[CH:6][C:7]=1[F:8].[H-].C([Al+]CC(C)C)C(C)C.Cl. The catalyst is O1CCCC1. The product is [Cl:1][C:2]1[CH:3]=[C:4]([C:9]2[C:13]([CH2:14][OH:15])=[CH:12][O:11][N:10]=2)[CH:5]=[CH:6][C:7]=1[F:8]. The yield is 0.970. (2) The catalyst is COCCO.N. The reactants are [NH2:1][C:2]1[CH:10]=[C:9]([O:11][CH3:12])[CH:8]=[CH:7][C:3]=1[C:4](O)=[O:5].C(O)(=O)C.[CH:17](N)=[NH:18]. The product is [CH3:12][O:11][C:9]1[CH:10]=[C:2]2[C:3]([C:4](=[O:5])[NH:18][CH:17]=[N:1]2)=[CH:7][CH:8]=1. The yield is 0.730. (3) The reactants are [H-].[H-].[H-].[H-].[Li+].[Al+3].[CH3:7][NH:8][C:9]([C:11]1[C:19]2[C:14](=[CH:15][CH:16]=[CH:17][CH:18]=2)[N:13]([CH3:20])[CH:12]=1)=O. The catalyst is C1COCC1. The product is [CH3:20][N:13]1[C:14]2[C:19](=[CH:18][CH:17]=[CH:16][CH:15]=2)[C:11]([CH2:9][NH:8][CH3:7])=[CH:12]1. The yield is 0.670. (4) The reactants are COC1C=CC(C[NH:8][C:9]2[C:14]([C:15]3[N:16]=[C:17]4[N:21]([CH:22]=3)[C:20]([CH2:23][N:24]3[CH2:29][CH2:28][O:27][CH2:26][CH2:25]3)=[CH:19][S:18]4)=[CH:13][CH:12]=[CH:11][N:10]=2)=CC=1.C([SiH](CC)CC)C.FC(F)(F)C(O)=O. The catalyst is C(Cl)Cl. The product is [N:24]1([CH2:23][C:20]2[N:21]3[CH:22]=[C:15]([C:14]4[C:9]([NH2:8])=[N:10][CH:11]=[CH:12][CH:13]=4)[N:16]=[C:17]3[S:18][CH:19]=2)[CH2:25][CH2:26][O:27][CH2:28][CH2:29]1. The yield is 1.00. (5) The reactants are [O:1]1[CH2:6][CH2:5][CH:4]([CH2:7][CH2:8][N:9]2[C:13]3=[N:14][C:15]([Sn](C)(C)C)=[CH:16][N:17]=[C:12]3[NH:11][C:10]2=[O:22])[CH2:3][CH2:2]1.[C:38]1([CH3:43])[CH:39]=[CH:40][CH:41]=[CH:42][C:37]=1P([C:37]1[CH:42]=[CH:41][CH:40]=[CH:39][C:38]=1[CH3:43])[C:37]1[CH:42]=[CH:41][CH:40]=[CH:39][C:38]=1[CH3:43].C([N:47]([CH2:50][CH3:51])CC)C.Cl.[CH3:53]N(C)C=O. No catalyst specified. The product is [NH:47]1[CH2:50][CH2:51][CH2:53][CH:43]1[C:38]1[CH:37]=[CH:42][C:41]([C:15]2[N:14]=[C:13]3[N:9]([CH2:8][CH2:7][CH:4]4[CH2:5][CH2:6][O:1][CH2:2][CH2:3]4)[C:10](=[O:22])[NH:11][C:12]3=[N:17][CH:16]=2)=[CH:40][CH:39]=1. The yield is 0.160.